Dataset: Catalyst prediction with 721,799 reactions and 888 catalyst types from USPTO. Task: Predict which catalyst facilitates the given reaction. (1) Reactant: [CH3:1][NH:2][C:3]([C:5]1[CH:9]=[CH:8][S:7][C:6]=1[CH3:10])=[O:4].C([Li])CCC.[Br:16][C:17]1[CH:24]=[CH:23][C:20](C#N)=[CH:19][CH:18]=1. Product: [Br:16][C:17]1[CH:24]=[CH:23][C:20]([C:1]2[NH:2][C:3](=[O:4])[C:5]3[CH:9]=[CH:8][S:7][C:6]=3[CH:10]=2)=[CH:19][CH:18]=1. The catalyst class is: 7. (2) Reactant: [N:1]1[C:10]2[C:5](=[CH:6][C:7]([C:11]3([C:14]4[N:18]5[N:19]=[C:20]([C:23]6[CH:31]=[CH:30][C:26]([C:27](O)=[O:28])=[CH:25][CH:24]=6)[CH:21]=[N:22][C:17]5=[N:16][N:15]=4)[CH2:13][CH2:12]3)=[CH:8][CH:9]=2)[CH:4]=[CH:3][CH:2]=1.F[C:33](F)(F)[C:34](O)=O.FC(F)(F)C(O)=O.[CH3:46][C:47]1[N:48]=[C:49]([C@H](N)C)[S:50][CH:51]=1.F[P-](F)(F)(F)(F)F.[N:62]1(O[P+](N(C)C)(N(C)C)N(C)C)C2C=CC=CC=2N=N1.C(N(CC)C(C)C)(C)C. Product: [CH3:46][C:47]1[N:48]=[C:49]([C@H:34]([NH:62][C:27](=[O:28])[C:26]2[CH:30]=[CH:31][C:23]([C:20]3[CH:21]=[N:22][C:17]4[N:18]([C:14]([C:11]5([C:7]6[CH:6]=[C:5]7[C:10](=[CH:9][CH:8]=6)[N:1]=[CH:2][CH:3]=[CH:4]7)[CH2:13][CH2:12]5)=[N:15][N:16]=4)[N:19]=3)=[CH:24][CH:25]=2)[CH3:33])[S:50][CH:51]=1. The catalyst class is: 2. (3) Reactant: [Cl:1][C:2]1[CH:7]=[C:6]([CH3:8])[C:5](B(O)O)=[C:4]([CH3:12])[CH:3]=1.[F-].[K+].Br[CH2:16][C:17]([O:19][CH2:20][CH3:21])=[O:18]. Product: [Cl:1][C:2]1[CH:7]=[C:6]([CH3:8])[C:5]([CH2:16][C:17]([O:19][CH2:20][CH3:21])=[O:18])=[C:4]([CH3:12])[CH:3]=1. The catalyst class is: 195. (4) Reactant: [CH3:1][C:2]#[N:3].[H-].[Na+].[CH3:6][O:7][C:8]([C:10]1[S:11][C:12]([C:25](OC)=[O:26])=[CH:13][C:14]=1[O:15][CH:16]([C:18]1[CH:23]=[CH:22][CH:21]=[CH:20][C:19]=1[Cl:24])[CH3:17])=[O:9]. Product: [CH3:6][O:7][C:8]([C:10]1[S:11][C:12]([C:25](=[O:26])[CH2:1][C:2]#[N:3])=[CH:13][C:14]=1[O:15][CH:16]([C:18]1[CH:23]=[CH:22][CH:21]=[CH:20][C:19]=1[Cl:24])[CH3:17])=[O:9]. The catalyst class is: 12. (5) Reactant: Cl[CH2:2][C:3]([N:5]([CH:16]1[CH2:21][CH2:20][O:19][CH2:18][CH2:17]1)[CH2:6][CH2:7][NH:8][C:9](=[O:15])[O:10][C:11]([CH3:14])([CH3:13])[CH3:12])=[O:4].[H-].[Na+].[Cl-].[NH4+]. Product: [O:4]=[C:3]1[N:5]([CH:16]2[CH2:21][CH2:20][O:19][CH2:18][CH2:17]2)[CH2:6][CH2:7][N:8]([C:9]([O:10][C:11]([CH3:14])([CH3:13])[CH3:12])=[O:15])[CH2:2]1. The catalyst class is: 1. (6) Reactant: C([O-])([O-])=O.[Cs+].[Cs+].CS(O[CH2:12][CH:13]1[N:21]2[C:16](=[CH:17][C:18](=[O:29])[C:19]([O:27][CH3:28])=[C:20]2[C:22](=[O:26])[NH:23][CH2:24][CH3:25])[CH2:15][CH2:14]1)(=O)=O.O. Product: [CH2:24]([N:23]1[C:22](=[O:26])[C:20]2[N:21]3[C:16](=[CH:17][C:18](=[O:29])[C:19]=2[O:27][CH3:28])[CH2:15][CH2:14][CH:13]3[CH2:12]1)[CH3:25]. The catalyst class is: 3. (7) Reactant: [Cl:1][C:2]1[C:3]([C:28]2[CH:29]=[N:30][N:31]3[CH:36]=[CH:35][CH:34]=[CH:33][C:32]=23)=[N:4][C:5]([NH:8][C:9]2[CH:14]=[C:13]([N+:15]([O-])=O)[C:12]([N:18]3[CH2:22][CH2:21][C@@H:20]([N:23]([CH3:25])[CH3:24])[CH2:19]3)=[CH:11][C:10]=2[O:26][CH3:27])=[N:6][CH:7]=1.[NH4+].[Cl-].O. Product: [Cl:1][C:2]1[C:3]([C:28]2[CH:29]=[N:30][N:31]3[CH:36]=[CH:35][CH:34]=[CH:33][C:32]=23)=[N:4][C:5]([NH:8][C:9]2[C:10]([O:26][CH3:27])=[CH:11][C:12]([N:18]3[CH2:22][CH2:21][C@@H:20]([N:23]([CH3:25])[CH3:24])[CH2:19]3)=[C:13]([NH2:15])[CH:14]=2)=[N:6][CH:7]=1. The catalyst class is: 186. (8) Product: [CH3:9][NH:10][N:11]=[C:1]([C:3]1[CH:8]=[CH:7][CH:6]=[CH:5][N:4]=1)[NH2:2]. Reactant: [C:1]([C:3]1[CH:8]=[CH:7][CH:6]=[CH:5][N:4]=1)#[N:2].[CH3:9][NH:10][NH2:11].NN. The catalyst class is: 8. (9) The catalyst class is: 42. Product: [CH3:32][N:1]1[C:9]2[C:4](=[CH:5][C:6]([C:10]3[CH:11]=[C:12]([CH:27]=[CH:28][CH:29]=3)[CH2:13][O:14][C:15]3[CH:20]=[CH:19][C:18]([CH2:21][CH2:22][C:23]([O:25][CH3:26])=[O:24])=[CH:17][CH:16]=3)=[CH:7][CH:8]=2)[CH:3]=[CH:2]1. Reactant: [NH:1]1[C:9]2[C:4](=[CH:5][C:6]([C:10]3[CH:11]=[C:12]([CH:27]=[CH:28][CH:29]=3)[CH2:13][O:14][C:15]3[CH:20]=[CH:19][C:18]([CH2:21][CH2:22][C:23]([O:25][CH3:26])=[O:24])=[CH:17][CH:16]=3)=[CH:7][CH:8]=2)[CH:3]=[CH:2]1.IC.[C:32](=O)([O-])[O-].[K+].[K+]. (10) Reactant: [C:1]([C:4]1[C:9]([C:10]2[CH:15]=[CH:14][CH:13]=[CH:12][CH:11]=2)=[N:8][N:7]([CH2:16][CH3:17])[C:6](=[O:18])[C:5]=1[N+:19]([O-])=O)(=[O:3])[CH3:2].N[C:23]1[CH:24]=[C:25]([O:33][CH3:34])[CH:26]=[C:27]2[C:32]=1[N:31]=[CH:30][CH:29]=[CH:28]2. Product: [C:1]([C:4]1[C:9]([C:10]2[CH:15]=[CH:14][CH:13]=[CH:12][CH:11]=2)=[N:8][N:7]([CH2:16][CH3:17])[C:6](=[O:18])[C:5]=1[NH:19][C:23]1[CH:24]=[C:25]([O:33][CH3:34])[CH:26]=[C:27]2[C:32]=1[N:31]=[CH:30][CH:29]=[CH:28]2)(=[O:3])[CH3:2]. The catalyst class is: 8.